Task: Predict the reactants needed to synthesize the given product.. Dataset: Full USPTO retrosynthesis dataset with 1.9M reactions from patents (1976-2016) Given the product [Cl:1][C:2]1[N:3]=[C:4]([CH3:10])[C:5]([CH2:6][NH2:7])=[CH:8][CH:9]=1, predict the reactants needed to synthesize it. The reactants are: [Cl:1][C:2]1[CH:9]=[CH:8][C:5]([C:6]#[N:7])=[C:4]([CH3:10])[N:3]=1.[BH4-].[Na+].B(F)(F)F.Cl.